From a dataset of Reaction yield outcomes from USPTO patents with 853,638 reactions. Predict the reaction yield, written as a fraction of the theoretical maximum amount of product (1.0 means a 100% yield; for example, 0.34 means a 34% yield). (1) The reactants are [C:1]1([N:7]2[CH:15]=[C:14]3[C:9]([CH:10]=[C:11]([C:16]4[CH:17]=[C:18]([CH:26]5[CH2:31][CH2:30][NH:29][CH2:28][CH2:27]5)[N:19]5[C:24]=4[C:23]([NH2:25])=[N:22][CH:21]=[N:20]5)[CH:12]=[CH:13]3)=[N:8]2)[CH:6]=[CH:5][CH:4]=[CH:3][CH:2]=1.CCN=C=N[CH2:37][CH2:38][CH2:39][N:40](C)C.Cl.C1C=CC2N(O)N=NC=2C=1.C(N(CC)C(C)C)(C)C.CN([CH:66]=[O:67])C. No catalyst specified. The product is [NH2:40][C:39]1([C:66]([N:29]2[CH2:30][CH2:31][CH:26]([C:18]3[N:19]4[C:24]([C:23]([NH2:25])=[N:22][CH:21]=[N:20]4)=[C:16]([C:11]4[CH:12]=[CH:13][C:14]5[C:9]([CH:10]=4)=[N:8][N:7]([C:1]4[CH:2]=[CH:3][CH:4]=[CH:5][CH:6]=4)[CH:15]=5)[CH:17]=3)[CH2:27][CH2:28]2)=[O:67])[CH2:37][CH2:38]1. The yield is 0.0800. (2) The reactants are [Cl:1][C:2]1[CH:7]=[CH:6][C:5]([NH:8][C@H:9]2[C:18]3[C:13](=[CH:14][CH:15]=[CH:16][CH:17]=3)[N:12]([C:19]([C:21]3[CH:26]=[CH:25][C:24]([F:27])=[CH:23][CH:22]=3)=[O:20])[C@@H:11]([CH3:28])[CH2:10]2)=[CH:4][CH:3]=1.C(N(C(C)C)CC)(C)C.[C:38](Cl)(=[O:40])[CH3:39]. The catalyst is C(Cl)Cl. The product is [Cl:1][C:2]1[CH:7]=[CH:6][C:5]([N:8]([CH:9]2[C:18]3[C:13](=[CH:14][CH:15]=[CH:16][CH:17]=3)[N:12]([C:19](=[O:20])[C:21]3[CH:22]=[CH:23][C:24]([F:27])=[CH:25][CH:26]=3)[CH:11]([CH3:28])[CH2:10]2)[C:38](=[O:40])[CH3:39])=[CH:4][CH:3]=1. The yield is 0.710. (3) The reactants are [Cl-].[CH3:2][O:3][CH2:4][P+](C1C=CC=CC=1)(C1C=CC=CC=1)C1C=CC=CC=1.O1CCCC1.[H-].[Na+].[C:31]1([C:37](=O)[C:38]([O:40][CH2:41][CH3:42])=[O:39])[CH:36]=[CH:35][CH:34]=[CH:33][CH:32]=1. The catalyst is O. The product is [CH3:2][O:3][CH:4]=[C:37]([C:31]1[CH:36]=[CH:35][CH:34]=[CH:33][CH:32]=1)[C:38]([O:40][CH2:41][CH3:42])=[O:39]. The yield is 0.760.